Dataset: Merck oncology drug combination screen with 23,052 pairs across 39 cell lines. Task: Regression. Given two drug SMILES strings and cell line genomic features, predict the synergy score measuring deviation from expected non-interaction effect. (1) Drug 1: O=c1[nH]cc(F)c(=O)[nH]1. Drug 2: C=CCn1c(=O)c2cnc(Nc3ccc(N4CCN(C)CC4)cc3)nc2n1-c1cccc(C(C)(C)O)n1. Cell line: SKMEL30. Synergy scores: synergy=2.29. (2) Drug 1: CC1(c2nc3c(C(N)=O)cccc3[nH]2)CCCN1. Drug 2: NC1CCCCC1N.O=C(O)C(=O)O.[Pt+2]. Cell line: UWB1289. Synergy scores: synergy=-14.1. (3) Cell line: LNCAP. Drug 2: CCC1(O)C(=O)OCc2c1cc1n(c2=O)Cc2cc3c(CN(C)C)c(O)ccc3nc2-1. Drug 1: CS(=O)(=O)CCNCc1ccc(-c2ccc3ncnc(Nc4ccc(OCc5cccc(F)c5)c(Cl)c4)c3c2)o1. Synergy scores: synergy=1.63. (4) Drug 1: O=c1[nH]cc(F)c(=O)[nH]1. Drug 2: CC1(c2nc3c(C(N)=O)cccc3[nH]2)CCCN1. Cell line: ZR751. Synergy scores: synergy=-8.68. (5) Drug 2: O=C(O)C1(Cc2cccc(Nc3nccs3)n2)CCC(Oc2cccc(Cl)c2F)CC1. Cell line: SKMES1. Drug 1: CCC1=CC2CN(C1)Cc1c([nH]c3ccccc13)C(C(=O)OC)(c1cc3c(cc1OC)N(C)C1C(O)(C(=O)OC)C(OC(C)=O)C4(CC)C=CCN5CCC31C54)C2. Synergy scores: synergy=-0.473.